From a dataset of Blood-brain barrier permeability classification from the B3DB database. Regression/Classification. Given a drug SMILES string, predict its absorption, distribution, metabolism, or excretion properties. Task type varies by dataset: regression for continuous measurements (e.g., permeability, clearance, half-life) or binary classification for categorical outcomes (e.g., BBB penetration, CYP inhibition). Dataset: b3db_classification. (1) The compound is C=C1c2cccc(O)c2C(O)=C2C(=O)[C@]3(O)C(O)=C(C(N)=O)C(=O)[C@H](N(C)C)[C@@H]3[C@@H](O)[C@H]12. The result is 0 (does not penetrate BBB). (2) The compound is CC#CCn1c(N2CCCC(N)C2)nc2c1c(=O)n(Cc1nc(C)c3ccccc3n1)c(=O)n2C. The result is 0 (does not penetrate BBB). (3) The drug is COC(=O)[C@H](c1ccccc1)[C@@H]1CCCCN1. The result is 1 (penetrates BBB). (4) The drug is NC1=NCC2c3ccccc3Cc3ccccc3N12. The result is 1 (penetrates BBB).